From a dataset of Full USPTO retrosynthesis dataset with 1.9M reactions from patents (1976-2016). Predict the reactants needed to synthesize the given product. (1) Given the product [CH2:1]([O:3][C:4](=[O:15])[CH:5]([C:6]1[CH:11]=[CH:10][C:9]([O:12][CH3:13])=[C:8]([N:14]=[CH:16][C:17]2[CH:22]=[CH:21][CH:20]=[CH:19][CH:18]=2)[CH:7]=1)[CH2:39][C:38]1[CH:41]=[CH:42][C:35]([N+:32]([O-:34])=[O:33])=[CH:36][CH:37]=1)[CH3:2], predict the reactants needed to synthesize it. The reactants are: [CH2:1]([O:3][C:4](=[O:15])[CH2:5][C:6]1[CH:11]=[CH:10][C:9]([O:12][CH3:13])=[C:8]([NH2:14])[CH:7]=1)[CH3:2].[CH:16](=O)[C:17]1[CH:22]=[CH:21][CH:20]=[CH:19][CH:18]=1.C([N-]C(C)C)(C)C.[Li+].[N+:32]([C:35]1[CH:42]=[CH:41][C:38]([CH2:39]Br)=[CH:37][CH:36]=1)([O-:34])=[O:33]. (2) Given the product [Cl:1][C:2]1[CH:3]=[CH:4][C:5]([O:16][CH3:17])=[C:6]([C:8]2[CH2:12][CH2:11][CH2:10][C:9]=2[C:19]2[CH:20]=[C:21]([C:27]([O:29][CH3:30])=[O:28])[C:22]([CH2:25][CH3:26])=[N:23][CH:24]=2)[CH:7]=1, predict the reactants needed to synthesize it. The reactants are: [Cl:1][C:2]1[CH:3]=[CH:4][C:5]([O:16][CH3:17])=[C:6]([C:8]2[CH2:12][CH2:11][CH2:10][C:9]=2B(O)O)[CH:7]=1.Cl[C:19]1[CH:20]=[C:21]([C:27]([O:29][CH3:30])=[O:28])[C:22]([CH2:25][CH3:26])=[N:23][CH:24]=1.[F-].[K+].C(P(C1C=CC=CC=1C1C=CC=CC=1)C(C)(C)C)(C)(C)C.